Dataset: Forward reaction prediction with 1.9M reactions from USPTO patents (1976-2016). Task: Predict the product of the given reaction. The product is: [CH3:37][C:29]1[CH:34]=[CH:33][C:32]([CH2:35][N:26]2[CH2:27][CH2:28][CH:23]([N:11]3[CH:10]=[N:9][C:8]4[C:12]3=[N:13][C:14]([C:16]3[CH:17]=[C:18]([OH:22])[CH:19]=[N:20][CH:21]=3)=[N:15][C:7]=4[N:1]3[CH2:2][CH2:3][O:4][CH2:5][CH2:6]3)[CH2:24][CH2:25]2)=[CH:31][CH:30]=1. Given the reactants [N:1]1([C:7]2[N:15]=[C:14]([C:16]3[CH:17]=[C:18]([OH:22])[CH:19]=[N:20][CH:21]=3)[N:13]=[C:12]3[C:8]=2[N:9]=[CH:10][N:11]3[CH:23]2[CH2:28][CH2:27][NH:26][CH2:25][CH2:24]2)[CH2:6][CH2:5][O:4][CH2:3][CH2:2]1.[C:29]1([CH3:37])[CH:34]=[CH:33][C:32]([CH:35]=O)=[CH:31][CH:30]=1, predict the reaction product.